This data is from Aqueous solubility values for 9,982 compounds from the AqSolDB database. The task is: Regression/Classification. Given a drug SMILES string, predict its absorption, distribution, metabolism, or excretion properties. Task type varies by dataset: regression for continuous measurements (e.g., permeability, clearance, half-life) or binary classification for categorical outcomes (e.g., BBB penetration, CYP inhibition). For this dataset (solubility_aqsoldb), we predict Y. (1) The molecule is O=Cc1cc(O)cc(Br)c1. The Y is -3.25 log mol/L. (2) The drug is CCC(CC)(C(N)=O)C(N)=O. The Y is -1.20 log mol/L. (3) The drug is C[C@]12CC[C@@H]3c4ccc(O)cc4CC[C@H]3[C@@H]1CCC2=O. The Y is -5.55 log mol/L.